Dataset: Full USPTO retrosynthesis dataset with 1.9M reactions from patents (1976-2016). Task: Predict the reactants needed to synthesize the given product. (1) Given the product [OH:11][C@H:12]([CH2:25][N:26]1[CH2:31][CH2:30][O:29][CH2:28][CH2:27]1)[CH2:13][N:14]1[CH2:19][CH2:18][C:17]2[NH:20][C:21]([CH:8]=[O:9])=[C:22]([CH3:23])[C:16]=2[C:15]1=[O:24], predict the reactants needed to synthesize it. The reactants are: P(Cl)(Cl)(Cl)=O.CN(C)[CH:8]=[O:9].[OH:11][C@H:12]([CH2:25][N:26]1[CH2:31][CH2:30][O:29][CH2:28][CH2:27]1)[CH2:13][N:14]1[CH2:19][CH2:18][C:17]2[NH:20][CH:21]=[C:22]([CH3:23])[C:16]=2[C:15]1=[O:24]. (2) Given the product [O:16]1[CH2:21][CH2:20][N:19]([CH2:22][CH2:23][O:24][C:11]2[CH:2]=[CH:3][CH:4]=[C:5]3[C:10]=2[CH:9]=[C:8]([S:12]([NH2:15])(=[O:14])=[O:13])[CH:7]=[CH:6]3)[CH2:18][CH2:17]1, predict the reactants needed to synthesize it. The reactants are: I[C:2]1[CH:11]=[C:10]2[C:5]([CH:6]=[CH:7][C:8]([S:12]([NH2:15])(=[O:14])=[O:13])=[CH:9]2)=[CH:4][CH:3]=1.[O:16]1[CH2:21][CH2:20][N:19]([CH2:22][CH2:23][O:24]C2C=CC=C3C=2C=C(S(O)(=O)=O)C=C3)[CH2:18][CH2:17]1. (3) Given the product [CH3:34][N:35]([CH2:36][C:9]1[S:8][C:7]2=[N:10][C:11]([C:13]3[CH:18]=[CH:17][CH:16]=[CH:15][C:14]=3[NH2:19])=[CH:12][N:6]2[CH:5]=1)[CH3:31], predict the reactants needed to synthesize it. The reactants are: CN(C[C:5]1[N:6]2[CH:12]=[C:11]([C:13]3[CH:18]=[CH:17][CH:16]=[CH:15][C:14]=3[NH2:19])[N:10]=[C:7]2[S:8][CH:9]=1)C.[N+](C1C=CC=CC=1C1N=[C:31]2[N:35]([CH:36]=1)[CH:34]=C(CO)S2)([O-])=O. (4) The reactants are: [CH2:1]1[O:8][C:6](=[O:7])[CH2:5][O:4][C:2]1=[O:3].N(CCO)(CCO)CCO.[CH3:19][CH2:20][CH2:21][CH2:22][CH:23]([C:26]([O-:28])=[O:27])CC.[CH3:19][CH2:20][CH2:21][CH2:22][CH:23]([C:26]([O-:28])=[O:27])CC.[Sn+2]. Given the product [C:26]1(=[O:28])[O:27][CH2:19][CH2:20][CH2:21][CH2:22][CH2:23]1.[CH2:1]1[O:8][C:6](=[O:7])[CH2:5][O:4][C:2]1=[O:3], predict the reactants needed to synthesize it. (5) Given the product [Br:1][C:2]1[CH:3]=[C:4]([CH2:17][Br:20])[CH:5]=[CH:6][C:7]=1[O:8][C:9]1[CH:14]=[CH:13][C:12]([F:15])=[CH:11][C:10]=1[F:16], predict the reactants needed to synthesize it. The reactants are: [Br:1][C:2]1[CH:3]=[C:4]([CH2:17]O)[CH:5]=[CH:6][C:7]=1[O:8][C:9]1[CH:14]=[CH:13][C:12]([F:15])=[CH:11][C:10]=1[F:16].P(Br)(Br)[Br:20].C(=O)(O)[O-].[Na+]. (6) Given the product [NH:20]([C:2]1[N:7]=[C:6]([N:8]2[CH2:13][CH2:12][O:11][CH2:10][CH2:9]2)[N:5]=[C:4]([O:14][CH2:15][C:16]([CH3:19])([OH:18])[CH3:17])[CH:3]=1)[NH2:21], predict the reactants needed to synthesize it. The reactants are: Cl[C:2]1[N:7]=[C:6]([N:8]2[CH2:13][CH2:12][O:11][CH2:10][CH2:9]2)[N:5]=[C:4]([O:14][CH2:15][C:16]([CH3:19])([OH:18])[CH3:17])[CH:3]=1.[NH2:20][NH2:21]. (7) Given the product [CH3:24][O:25][CH2:26][CH2:27][NH:28][C:2]1[N:7]2[N:8]=[C:9]([NH:11][C:12](=[O:19])[C:13]3[CH:18]=[CH:17][CH:16]=[N:15][CH:14]=3)[N:10]=[C:6]2[CH:5]=[C:4]([C:20]([F:23])([F:22])[F:21])[CH:3]=1, predict the reactants needed to synthesize it. The reactants are: Cl[C:2]1[N:7]2[N:8]=[C:9]([NH:11][C:12](=[O:19])[C:13]3[CH:18]=[CH:17][CH:16]=[N:15][CH:14]=3)[N:10]=[C:6]2[CH:5]=[C:4]([C:20]([F:23])([F:22])[F:21])[CH:3]=1.[CH3:24][O:25][CH2:26][CH2:27][NH2:28]. (8) Given the product [CH2:1]([N:3]1[C:7]([CH3:8])([CH3:9])[C:6](=[O:10])[NH:5][C:4]1=[O:20])[CH3:2], predict the reactants needed to synthesize it. The reactants are: [CH2:1]([N:3]1[C:7]([CH3:9])([CH3:8])[C:6](=[O:10])[N:5](CC2C=CC(OC)=CC=2)[C:4]1=[O:20])[CH3:2].Cl. (9) Given the product [CH2:15]([O:14][C:12](=[O:13])[CH2:11][CH2:10][N:2]([CH:3]1[CH2:8][CH2:7][CH2:6][CH2:5][CH2:4]1)[CH3:1])[CH3:16], predict the reactants needed to synthesize it. The reactants are: [CH3:1][NH:2][CH:3]1[CH2:8][CH2:7][CH2:6][CH2:5][CH2:4]1.Br[CH2:10][CH2:11][C:12]([O:14][CH2:15][CH3:16])=[O:13]. (10) Given the product [CH2:19]([C:6]1[CH:7]=[CH:8][C:3]([C:1]#[N:2])=[C:4]([F:17])[CH:5]=1)[C:20]1[CH:25]=[CH:24][CH:23]=[CH:22][CH:21]=1, predict the reactants needed to synthesize it. The reactants are: [C:1]([C:3]1[CH:8]=[CH:7][C:6](OS(C(F)(F)F)(=O)=O)=[CH:5][C:4]=1[F:17])#[N:2].[Br-].[CH2:19]([Zn+])[C:20]1[CH:25]=[CH:24][CH:23]=[CH:22][CH:21]=1.[Cl-].[NH4+].